Dataset: Catalyst prediction with 721,799 reactions and 888 catalyst types from USPTO. Task: Predict which catalyst facilitates the given reaction. Reactant: Br[C:2]1[CH:3]=[C:4]([CH2:7][N:8]2[CH2:13][CH2:12][O:11][CH2:10][CH2:9]2)[S:5][CH:6]=1.B1(B2OC(C)(C)C(C)(C)O2)OC(C)(C)C(C)(C)O1.CC([O-])=O.[K+].[NH2:37][C:38]1C2C=C(Br)SC=2[C:41]([C:48]([NH2:50])=[O:49])=[CH:40][N:39]=1.C([O-])([O-])=O.[Na+].[Na+]. Product: [NH2:37][C:38]1[C:2]2[CH:3]=[C:4]([CH2:7][N:8]3[CH2:13][CH2:12][O:11][CH2:10][CH2:9]3)[S:5][C:6]=2[C:41]([C:48]([NH2:50])=[O:49])=[CH:40][N:39]=1. The catalyst class is: 128.